From a dataset of B-cell epitopes from IEDB database with 3,159 antigens for binding position prediction. Token-level Classification. Given an antigen amino acid sequence, predict which amino acid positions are active epitope sites capable of antibody binding. Output is a list of indices for active positions. (1) The epitope positions are: [219, 220, 221, 222, 223, 224, 225]. The amino acids at these positions are: SKAKGQP. Given the antigen sequence: ASTKGPSVFPLAPSSKSTSGGTAALGCLVKDYFPEPVTVSWNSGALTSGVHTFPAVLQSSGLYSLSSVVTVPSSSLGTQTYICNVNHKPSNTKVDKKVEPKSCDKTHTCPPCPAPELLGGPSVFLFPPKPKDTLMISRTPEVTCVVVDVSHEDPEVKFNWYVDGVEVHNAKTKPREEQYNSTYRVVSVLTVLHQDWLNGKEYKCKVSNKALPAPIEKTISKAKGQPREPQVYTLPPSRDELTKNQVSLTCLVKGFYPSDIAVEWESNGQPENNYKTTPPVLDSDGSFFLYSKLTVDKSRWQQGNVFSCSVMHEALHNHYTQKSLSLSPGK, which amino acid positions are active epitope sites? (2) Given the antigen sequence: VIGGDECNINEHPFLVALYDAWSGRFLCGGTLINPEWVLTAAHCDSKNFKMKLGAHSQKVLNEDEQIRNPKEKFICPNKKNTEVLDKDIMLIKLDSPVSYSEHIAPLSLPSSPPSVGSVCRIMGWGSITPVEETFPDVPHCANINLLDDVECKPGYPELLPEYRTLCAGVLQGGIDTCGFDSGTPLICNGQFQGIVYIGSHPCGQSRKPGIYTKVFDYNAWIQSIIAGNTAATCLP, which amino acid positions are active epitope sites? The epitope positions are: [55, 56, 57, 58, 59, 60, 61, 62, 63, 64, 65, 66, 67, 68, 69, 70, 71, 72, 73, 74... (34 total positions)]. The amino acids at these positions are: HSQKVLNEDEQIRNPKEKFICPNKKNTEVL.... (3) Given the antigen sequence: MRVKGIRKNYQHLWKGGILLLGTLMICSAVEKLWVTVYYGVPVWKETTTTLFCASDAKAYDTEVHNVWATHACVPTDPNPQEVVLENVTEDFNMWKNNMVEQMQEDVINLWDQSLKPCVKLTPLCVTLNCKDVNATNTTSSSEGMMERGEIKNCSFNITKSIRDKVQKEYALFYKLDVVPIDNKNNTKYRLISCNTSVITQACPKVSFEPIPIHYCAPAGFAILKCNNKTFNGKGQCKNVSTVQCTHGIRPVVSTQLLLNGSLAEEKVVIRSDNFTDNAKTIIVQLNESVKINCTRPSNNTRKSIHIGPGRAFYTTGEIIGDIRQAHCNISRAQWNNTLKQIVEKLREQFNNKTIVFTHSSGGDPEIVMHSFNCGGEFFYCNSTQLFNSTWNDTEKSSGTEGNDTIILPCRIKQIINMWQEVGKAMYAPPIKGQIRCSSNITGLLLTRDGGKNESEIEIFRPGGGDMRDNWRSELYKYKVVKIEPLGVAPTKAKRRVVQR..., which amino acid positions are active epitope sites? The epitope positions are: [305, 306, 307, 308, 309, 310, 311, 312, 313]. The amino acids at these positions are: HIGPGRAFY. (4) Given the antigen sequence: MKKLLKSVLVFAALSSASSLQALPVGNPAEPSLMIDGILWEGFGGDPCDPCATWCDAISMRVGYYGDFVFDRVLKTDVNKEFQMGAKPTTDTGNSAAPSTLTARENPAYGRHMQDAEMFTNAACMALNIWDRFDVFCTLGATSGYLKGNSASFNLVGLFGDNENQKTVKAESVPNMSFDQSVVELYTDTTFAWSVGARAALWECGCATLGASFQYAQSKPKVEELNVLCNAAEFTINKPKGYVGKEFPLDLTAGTDAATGTKDASIDYHEWQASLALSYRLNMFTPYIGVKWSRASFDADTIRIAQPKSATAIFDTTTLNPTIAGAGDVKTGTEGQLGDTMQIVSLQLNKMKSRKSCGIAVGTTIVDADKYAVTVETRLIDERAAHVNAQFRF, which amino acid positions are active epitope sites? The epitope positions are: [95, 96, 97, 98, 99, 100, 101, 102, 103, 104, 105, 106]. The amino acids at these positions are: AAPSTLTARENP. (5) Given the antigen sequence: GDVPEAVENAVARVADTIGSGPSNSQAVPALTAVETGHTSQVTPSDTMQTRHVKNYHSRSESSIENFLSRSACVYMGGYHTTNTDQTKLFASWTISARRMVQMRRKLEIFTYVRFDVEVTFVITSKQDQGSRLGQDMPPLTHQIMYIPPGGPIPKSVTDYAWQTSTNPSIFWTEGNAPPRMSIPFISIG, which amino acid positions are active epitope sites? The epitope positions are: [0, 1, 2, 3, 4, 5, 6, 7, 8, 9, 10, 11, 12, 13, 14]. The amino acids at these positions are: GDVPEAVENAVARVA. (6) Given the antigen sequence: MLFVFILLLPSCLGYIGDFRCIQTVNYNGNNASAPSISTEAVDVSKGRGTYYVLDRVYLNATLLLTGYYPVDGSNYRNLALTGTNTLSLTWFKPPFLSEFNDGIFAKVQNLKTNTPTGATSYFPTIVIGSLFGNTSYTVVLEPYNNIIMASVCTYTICQLPYTPCKPNTNGNRVIGFWHTDVKPPICLLKRNFTFNVNAPWLYFHFYQQGGTFYAYYADKPSATTFLFSVYIGDILTQYFVLPFICTPTAGSTLAPLYWVTPLLKRQYLFNFNEKGVITSAVDCASSYISEIKCKTQSLLPSTGVYDLSGYTVQPVGVVYRRVPNLPDCKIEEWLTAKSVPSPLNWERRTFQNCNFNLSSLLRYVQAESLSCNNIDASKVYGMCFGSVSVDKFAIPRSRQIDLQIGNSGFLQTANYKIDTAATSCQLYYSLPKNNVTINNYNPSSWNRRYGFKVNDRCQIFANILLNGINSGTTCSTDLQLPNTEVATGVCVRYDLYGIT..., which amino acid positions are active epitope sites? The epitope positions are: [394, 395, 396, 397, 398, 399, 400, 401, 402, 403, 404, 405]. The amino acids at these positions are: IPRSRQIDLQIG. (7) The epitope positions are: [27, 28, 29, 30, 31, 32, 33, 34, 35, 36, 37, 38, 39, 40, 41, 42, 43, 44, 45, 46... (27 total positions)]. The amino acids at these positions are: LLCAAGCQGAPKRSQPEAGAVNAAVTT. Given the antigen sequence: MYLSCQFWCLECQDSGVGCRCVDCCSCLLCAAGCQGAPKRSQPEAGAVNAAVTTQPSGALNNAPKEPSAPPLLPTLSPRQVLARYQM, which amino acid positions are active epitope sites?